From a dataset of Forward reaction prediction with 1.9M reactions from USPTO patents (1976-2016). Predict the product of the given reaction. (1) Given the reactants [OH-].[Na+].[Cl:3][C:4]1[CH:9]=[CH:8][CH:7]=[C:6]([Cl:10])[C:5]=1[C:11]([NH:13][C@H:14]([C:35]([O:37]C)=[O:36])[CH2:15][C:16]1[CH:21]=[CH:20][C:19]([O:22][CH2:23][CH2:24][CH2:25][NH:26][C:27]2[CH:32]=[CH:31][C:30]([O:33][CH3:34])=[CH:29][N:28]=2)=[CH:18][CH:17]=1)=[O:12].O, predict the reaction product. The product is: [Cl:3][C:4]1[CH:9]=[CH:8][CH:7]=[C:6]([Cl:10])[C:5]=1[C:11]([NH:13][C@H:14]([C:35]([OH:37])=[O:36])[CH2:15][C:16]1[CH:21]=[CH:20][C:19]([O:22][CH2:23][CH2:24][CH2:25][NH:26][C:27]2[CH:32]=[CH:31][C:30]([O:33][CH3:34])=[CH:29][N:28]=2)=[CH:18][CH:17]=1)=[O:12]. (2) Given the reactants [Cl:1][C:2]1[CH:7]=[C:6]([Cl:8])[CH:5]=[CH:4][C:3]=1[CH:9]([CH3:33])[C:10]([C:16]1[CH:17]=[C:18]2[C:22](=[CH:23][CH:24]=1)[N:21]([C:25]1[CH:30]=[CH:29][C:28]([O:31]C)=[CH:27][CH:26]=1)[N:20]=[CH:19]2)([OH:15])[C:11]([F:14])([F:13])[F:12].B(Br)(Br)Br, predict the reaction product. The product is: [Cl:1][C:2]1[CH:7]=[C:6]([Cl:8])[CH:5]=[CH:4][C:3]=1[CH:9]([CH3:33])[C:10]([C:16]1[CH:17]=[C:18]2[C:22](=[CH:23][CH:24]=1)[N:21]([C:25]1[CH:26]=[CH:27][C:28]([OH:31])=[CH:29][CH:30]=1)[N:20]=[CH:19]2)([OH:15])[C:11]([F:14])([F:13])[F:12]. (3) The product is: [F:1][C:2]1[CH:7]=[CH:6][CH:5]=[C:4]([F:8])[C:3]=1[N:9]1[C:14]2=[N:15][C:16]([O:34][CH2:33][CH3:32])=[N:17][C:18]([C:19]3[CH:24]=[CH:23][C:22]([F:25])=[CH:21][C:20]=3[CH3:26])=[C:13]2[CH2:12][NH:11][C:10]1=[O:31]. Given the reactants [F:1][C:2]1[CH:7]=[CH:6][CH:5]=[C:4]([F:8])[C:3]=1[N:9]1[C:14]2=[N:15][C:16](S(C)(=O)=O)=[N:17][C:18]([C:19]3[CH:24]=[CH:23][C:22]([F:25])=[CH:21][C:20]=3[CH3:26])=[C:13]2[CH2:12][NH:11][C:10]1=[O:31].[CH3:32][CH2:33][O-:34].[Na+], predict the reaction product. (4) Given the reactants [F:1][C:2]1[CH:7]=[CH:6][CH:5]=[C:4]([F:8])[C:3]=1[N:9]1[C:13]([C:14]([O:16][CH2:17][CH3:18])=[O:15])=[CH:12][N:11]=[CH:10]1.[Cl:19]N1C(=O)CCC1=O, predict the reaction product. The product is: [Cl:19][C:12]1[N:11]=[CH:10][N:9]([C:3]2[C:2]([F:1])=[CH:7][CH:6]=[CH:5][C:4]=2[F:8])[C:13]=1[C:14]([O:16][CH2:17][CH3:18])=[O:15]. (5) Given the reactants [Cl:1][C:2]1[CH:7]=[CH:6][C:5]([S:8]([C:11]2[S:20][C:14]3[NH:15][C:16](=O)[CH:17]=[CH:18][C:13]=3[C:12]=2[C:21]2[CH:26]=[CH:25][C:24]([Cl:27])=[CH:23][CH:22]=2)(=[O:10])=[O:9])=[CH:4][CH:3]=1.[N:28]1C=CC=CC=1.FC(F)(F)S(OS(C(F)(F)F)(=O)=O)(=O)=O.C([O-])(O)=O.[Na+], predict the reaction product. The product is: [NH2:28][C:16]1[N:15]=[C:14]2[S:20][C:11]([S:8]([C:5]3[CH:6]=[CH:7][C:2]([Cl:1])=[CH:3][CH:4]=3)(=[O:10])=[O:9])=[C:12]([C:21]3[CH:26]=[CH:25][C:24]([Cl:27])=[CH:23][CH:22]=3)[C:13]2=[CH:18][CH:17]=1. (6) Given the reactants [F:1][C:2]1[CH:3]=[C:4]2[C:8](=[CH:9][CH:10]=1)[N:7]([CH2:11][C:12]1[CH:17]=[CH:16][CH:15]=[C:14]([F:18])[CH:13]=1)[C:6]([C:19]([OH:21])=O)=[CH:5]2.S(Cl)([Cl:25])(=O)=O, predict the reaction product. The product is: [F:1][C:2]1[CH:3]=[C:4]2[C:8](=[CH:9][CH:10]=1)[N:7]([CH2:11][C:12]1[CH:17]=[CH:16][CH:15]=[C:14]([F:18])[CH:13]=1)[C:6]([C:19]([Cl:25])=[O:21])=[CH:5]2.